The task is: Regression. Given a peptide amino acid sequence and an MHC pseudo amino acid sequence, predict their binding affinity value. This is MHC class II binding data.. This data is from Peptide-MHC class II binding affinity with 134,281 pairs from IEDB. (1) The peptide sequence is HVTRGAFLVRNGKKL. The MHC is DRB3_0301 with pseudo-sequence DRB3_0301. The binding affinity (normalized) is 0.723. (2) The peptide sequence is AFILDGDHLFPKV. The MHC is DRB1_0401 with pseudo-sequence DRB1_0401. The binding affinity (normalized) is 0.577.